From a dataset of Reaction yield outcomes from USPTO patents with 853,638 reactions. Predict the reaction yield, written as a fraction of the theoretical maximum amount of product (1.0 means a 100% yield; for example, 0.34 means a 34% yield). (1) The reactants are [CH3:1][N:2]([CH3:35])[CH2:3][CH2:4][N:5]([CH3:34])[C:6]1[C:11]([N+:12]([O-])=O)=[CH:10][C:9]([NH:15][C:16]2[N:21]=[C:20]([C:22]3[C:30]4[C:25](=[CH:26][CH:27]=[CH:28][CH:29]=4)[N:24]([CH3:31])[CH:23]=3)[CH:19]=[CH:18][N:17]=2)=[C:8]([O:32][CH3:33])[CH:7]=1.[NH4+].[Cl-]. The catalyst is C(O)C.O.[Fe]. The product is [CH3:35][N:2]([CH3:1])[CH2:3][CH2:4][N:5]([CH3:34])[C:6]1[C:11]([NH2:12])=[CH:10][C:9]([NH:15][C:16]2[N:21]=[C:20]([C:22]3[C:30]4[C:25](=[CH:26][CH:27]=[CH:28][CH:29]=4)[N:24]([CH3:31])[CH:23]=3)[CH:19]=[CH:18][N:17]=2)=[C:8]([O:32][CH3:33])[CH:7]=1. The yield is 0.850. (2) The reactants are [NH:1]1[CH2:6][CH2:5][CH2:4][CH2:3][C@H:2]1[CH2:7][OH:8].[Cl:9][C:10]1[CH:15]=[C:14]([NH:16][C:17]2[C:26]3[C:21](=[CH:22][CH:23]=[CH:24][C:25]=3F)[N:20]=[CH:19][N:18]=2)[CH:13]=[CH:12][C:11]=1[OH:28]. No catalyst specified. The product is [Cl:9][C:10]1[CH:15]=[C:14]([NH:16][C:17]2[C:26]3[C:21](=[CH:22][CH:23]=[CH:24][C:25]=3[O:8][CH2:7][C@@H:2]3[CH2:3][CH2:4][CH2:5][CH2:6][NH:1]3)[N:20]=[CH:19][N:18]=2)[CH:13]=[CH:12][C:11]=1[OH:28]. The yield is 0.550.